Dataset: Full USPTO retrosynthesis dataset with 1.9M reactions from patents (1976-2016). Task: Predict the reactants needed to synthesize the given product. (1) Given the product [Cl:1][C:2]1[CH:7]=[CH:6][C:5]([C:8]2[C:13]([C:14]([NH:29][CH3:27])=[O:15])=[CH:12][N:11]=[CH:10][CH:9]=2)=[C:4]([F:17])[CH:3]=1, predict the reactants needed to synthesize it. The reactants are: [Cl:1][C:2]1[CH:7]=[CH:6][C:5]([C:8]2[C:13]([C:14](O)=[O:15])=[CH:12][N:11]=[CH:10][CH:9]=2)=[C:4]([F:17])[CH:3]=1.C(Cl)(=O)C(Cl)=O.Cl.CN.[CH2:27]([N:29](CC)CC)C. (2) Given the product [CH3:1][O:2][C:3]1[CH:11]=[CH:10][C:6]([C:7]2[CH2:23][C:18]([C:19]([OH:21])=[O:20])([CH2:17][N:12]3[CH:16]=[N:15][CH:14]=[N:13]3)[O:9][N:8]=2)=[CH:5][CH:4]=1, predict the reactants needed to synthesize it. The reactants are: [CH3:1][O:2][C:3]1[CH:11]=[CH:10][C:6]([CH:7]=[N:8][OH:9])=[CH:5][CH:4]=1.[N:12]1([CH2:17][C:18](=[CH2:23])[C:19]([O:21]C)=[O:20])[CH:16]=[N:15][CH:14]=[N:13]1. (3) The reactants are: [CH3:1][C:2]1[CH:7]=[CH:6][C:5]([C:8]2[CH:13]=[CH:12][C:11]([OH:14])=[CH:10][CH:9]=2)=[CH:4][CH:3]=1.[H-].[Na+].[CH2:17]([O:19][C:20]([C:22]1[O:23][C:24]([CH2:27]Cl)=[CH:25][CH:26]=1)=[O:21])[CH3:18]. Given the product [CH2:17]([O:19][C:20]([C:22]1[O:23][C:24]([CH2:27][O:14][C:11]2[CH:12]=[CH:13][C:8]([C:5]3[CH:4]=[CH:3][C:2]([CH3:1])=[CH:7][CH:6]=3)=[CH:9][CH:10]=2)=[CH:25][CH:26]=1)=[O:21])[CH3:18], predict the reactants needed to synthesize it. (4) Given the product [CH3:1][C:2]1([CH3:31])[C:10]2[CH:9]=[C:8]3[O:11][CH2:12][O:13][C:7]3=[CH:6][C:5]=2[C:4](=[O:14])[N:3]1[CH2:15][CH2:16][CH:17]1[CH2:22][CH2:21][N:20]([C:23]([O:25][C:26]([CH3:28])([CH3:27])[CH3:29])=[O:24])[CH2:19][CH2:18]1, predict the reactants needed to synthesize it. The reactants are: [CH3:1][CH:2]1[C:10]2[CH:9]=[C:8]3[O:11][CH2:12][O:13][C:7]3=[CH:6][C:5]=2[C:4](=[O:14])[N:3]1[CH2:15][CH2:16][CH:17]1[CH2:22][CH2:21][N:20]([C:23]([O:25][C:26]([CH3:29])([CH3:28])[CH3:27])=[O:24])[CH2:19][CH2:18]1.O1CCC[CH2:31]1.C([N-]C(C)C)(C)C.[Li+].IC.